Dataset: Full USPTO retrosynthesis dataset with 1.9M reactions from patents (1976-2016). Task: Predict the reactants needed to synthesize the given product. (1) Given the product [C:1]([C:5]1[N:10]=[CH:9][C:8]([C:11]2[N:12]([C:32]([N:34]3[CH2:39][CH2:38][CH:37]([CH2:40][C:41]([N:53]4[CH2:54][CH2:55][N:50]([CH:47]([CH3:49])[CH3:48])[CH2:51][CH2:52]4)=[O:42])[CH2:36][CH2:35]3)=[O:33])[C@@:13]([C:25]3[CH:30]=[CH:29][C:28]([Cl:31])=[CH:27][CH:26]=3)([CH3:24])[C@@:14]([C:17]3[CH:18]=[CH:19][C:20]([Cl:23])=[CH:21][CH:22]=3)([CH3:16])[N:15]=2)=[C:7]([O:44][CH2:45][CH3:46])[CH:6]=1)([CH3:2])([CH3:3])[CH3:4], predict the reactants needed to synthesize it. The reactants are: [C:1]([C:5]1[N:10]=[CH:9][C:8]([C:11]2[N:12]([C:32]([N:34]3[CH2:39][CH2:38][CH:37]([CH2:40][C:41](O)=[O:42])[CH2:36][CH2:35]3)=[O:33])[C@@:13]([C:25]3[CH:30]=[CH:29][C:28]([Cl:31])=[CH:27][CH:26]=3)([CH3:24])[C@@:14]([C:17]3[CH:22]=[CH:21][C:20]([Cl:23])=[CH:19][CH:18]=3)([CH3:16])[N:15]=2)=[C:7]([O:44][CH2:45][CH3:46])[CH:6]=1)([CH3:4])([CH3:3])[CH3:2].[CH:47]([N:50]1[CH2:55][CH2:54][NH:53][CH2:52][CH2:51]1)([CH3:49])[CH3:48]. (2) The reactants are: Cl.C(O[C:5](=[NH:12])[CH2:6][C:7]([O:9][CH2:10][CH3:11])=[O:8])C.[CH:13]([NH:16]C(C)C)(C)C.[NH:20]1[CH2:25][CH2:24][O:23][CH2:22][CH2:21]1.[CH2:26]([OH:28])[CH3:27]. Given the product [N:20]1([C:13]2[N:16]=[C:5]([CH2:6][C:7]([O:9][CH2:10][CH3:11])=[O:8])[NH:12][C:26](=[O:28])[CH:27]=2)[CH2:25][CH2:24][O:23][CH2:22][CH2:21]1, predict the reactants needed to synthesize it.